The task is: Predict the product of the given reaction.. This data is from Forward reaction prediction with 1.9M reactions from USPTO patents (1976-2016). Given the reactants [CH3:1][N:2]1[C:7](=[O:8])[C:6]2=[C:9]([S:12][C:13]3[CH:18]=[CH:17][CH:16]=[CH:15][CH:14]=3)[NH:10][N:11]=[C:5]2[N:4]([CH2:19][C:20]([CH3:23])([CH3:22])[CH3:21])[C:3]1=[O:24].Br[CH2:26][C:27]1[CH:32]=[CH:31][C:30]([N:33]2[CH:37]=[N:36][CH:35]=[N:34]2)=[CH:29][CH:28]=1.C([O-])([O-])=O.[K+].[K+], predict the reaction product. The product is: [N:33]1([C:30]2[CH:31]=[CH:32][C:27]([CH2:26][N:10]3[C:9]([S:12][C:13]4[CH:18]=[CH:17][CH:16]=[CH:15][CH:14]=4)=[C:6]4[C:5]([N:4]([CH2:19][C:20]([CH3:21])([CH3:23])[CH3:22])[C:3](=[O:24])[N:2]([CH3:1])[C:7]4=[O:8])=[N:11]3)=[CH:28][CH:29]=2)[CH:37]=[N:36][CH:35]=[N:34]1.